This data is from Full USPTO retrosynthesis dataset with 1.9M reactions from patents (1976-2016). The task is: Predict the reactants needed to synthesize the given product. (1) Given the product [C:35]([C:32]1[CH:31]=[CH:30][C:29]([CH2:28][N:17]([S:18]([C:21]2[CH:22]=[CH:23][C:24]([F:27])=[CH:25][CH:26]=2)(=[O:19])=[O:20])[C:15]2[CH:14]=[CH:13][C:12]3[N:8]([CH2:7][C:6]([OH:40])=[O:5])[C:9]([CH2:37][CH2:38][CH3:39])=[N:10][C:11]=3[CH:16]=2)=[CH:34][CH:33]=1)#[N:36], predict the reactants needed to synthesize it. The reactants are: C([O:5][C:6](=[O:40])[CH2:7][N:8]1[C:12]2[CH:13]=[CH:14][C:15]([N:17]([CH2:28][C:29]3[CH:34]=[CH:33][C:32]([C:35]#[N:36])=[CH:31][CH:30]=3)[S:18]([C:21]3[CH:26]=[CH:25][C:24]([F:27])=[CH:23][CH:22]=3)(=[O:20])=[O:19])=[CH:16][C:11]=2[N:10]=[C:9]1[CH2:37][CH2:38][CH3:39])(C)(C)C.C(O)(C(F)(F)F)=O. (2) Given the product [NH2:31][C:30]1[C:21]([C:19]([NH:18][C:13]2[CH:14]=[N:15][CH:16]=[CH:17][C:12]=2[N:4]2[CH2:5][C@H:6]([C:8]([F:10])([F:11])[F:9])[CH2:7][C@H:2]([NH2:1])[CH2:3]2)=[O:20])=[N:22][C:23]2[C:28]([CH:29]=1)=[CH:27][CH:26]=[C:25]([N:42]1[CH2:43][CH2:44][O:45][CH2:46][CH2:47]1)[CH:24]=2, predict the reactants needed to synthesize it. The reactants are: [NH2:1][C@H:2]1[CH2:7][C@@H:6]([C:8]([F:11])([F:10])[F:9])[CH2:5][N:4]([C:12]2[CH:17]=[CH:16][N:15]=[CH:14][C:13]=2[NH:18][C:19]([C:21]2[C:30]([NH:31]C(=O)OCC3C=CC=CC=3)=[CH:29][C:28]3[C:23](=[CH:24][C:25]([N:42]4[CH2:47][CH2:46][O:45][CH2:44][CH2:43]4)=[CH:26][CH:27]=3)[N:22]=2)=[O:20])[CH2:3]1. (3) Given the product [NH2:32][C@H:25]([C:26]1[CH:27]=[CH:28][CH:29]=[CH:30][CH:31]=1)[C:24]([NH:23][C:21]1[CH:22]=[C:17]([N:11]2[C:12](=[O:16])[C:13]([CH3:14])([CH3:15])[N:9]([CH2:8][C:6]3[CH:5]=[CH:4][N:3]=[C:2]([NH:56][C:57]4[CH:58]=[N:59][CH:60]=[CH:61][CH:62]=4)[CH:7]=3)[C:10]2=[O:55])[CH:18]=[CH:19][C:20]=1[S:50][C:51]([F:52])([F:54])[F:53])=[O:49], predict the reactants needed to synthesize it. The reactants are: Cl[C:2]1[CH:7]=[C:6]([CH2:8][N:9]2[C:13]([CH3:15])([CH3:14])[C:12](=[O:16])[N:11]([C:17]3[CH:18]=[CH:19][C:20]([S:50][C:51]([F:54])([F:53])[F:52])=[C:21]([NH:23][C:24](=[O:49])[C@H:25]([NH:32]C(=O)CC4C5C=CC=CC=5C5C4=CC=CC=5)[C:26]4[CH:31]=[CH:30][CH:29]=[CH:28][CH:27]=4)[CH:22]=3)[C:10]2=[O:55])[CH:5]=[CH:4][N:3]=1.[NH2:56][C:57]1[CH:58]=[N:59][CH:60]=[CH:61][CH:62]=1.CC1(C)C2C=CC(P(C3C=CC=CC=3)C3C=CC=CC=3)=CC=2OC2C1=CC=C(P(C1C=CC=CC=1)C1C=CC=CC=1)C=2.C(=O)([O-])[O-].[Cs+].[Cs+]. (4) Given the product [NH2:22][C:18]1([C:15]2[CH:14]=[CH:13][C:12]([C:10]3[O:11][C:7]4[CH:6]=[CH:5][NH:4][C:3](=[O:2])[C:8]=4[C:9]=3[C:30]3[CH:35]=[CH:34][CH:33]=[CH:32][CH:31]=3)=[CH:17][CH:16]=2)[CH2:19][CH2:20][CH2:21]1, predict the reactants needed to synthesize it. The reactants are: C[O:2][C:3]1[C:8]2[C:9]([C:30]3[CH:35]=[CH:34][CH:33]=[CH:32][CH:31]=3)=[C:10]([C:12]3[CH:17]=[CH:16][C:15]([C:18]4([NH:22]C(=O)OC(C)(C)C)[CH2:21][CH2:20][CH2:19]4)=[CH:14][CH:13]=3)[O:11][C:7]=2[CH:6]=[CH:5][N:4]=1.Cl. (5) The reactants are: [CH3:1][C@@H:2]1[N:8]([C:9]([O:11][CH:12]2[CH2:16][CH2:15][CH2:14][CH2:13]2)=[O:10])[CH2:7][C:6]2[CH:17]=[CH:18][C:19]([C:21]([O:23]C)=O)=[CH:20][C:5]=2[O:4][CH2:3]1.[OH-:25].[Na+].[NH2:27]O. Given the product [OH:25][NH:27][C:21]([C:19]1[CH:18]=[CH:17][C:6]2[CH2:7][N:8]([C:9]([O:11][CH:12]3[CH2:16][CH2:15][CH2:14][CH2:13]3)=[O:10])[C@@H:2]([CH3:1])[CH2:3][O:4][C:5]=2[CH:20]=1)=[O:23], predict the reactants needed to synthesize it. (6) Given the product [C:1]([O:5][C:6](=[O:7])[NH:8][C:9]1[CH:10]=[CH:11][C:12]([S:15][C:16]2[CH:24]=[CH:23][C:19]([C:20](=[O:21])[NH:46][CH2:39][C:40]3[CH:45]=[CH:44][CH:43]=[CH:42][CH:41]=3)=[CH:18][C:17]=2[NH:25][C:26]2[C:27]3[CH:35]=[CH:34][C:33]([CH:36]([CH3:38])[CH3:37])=[N:32][C:28]=3[N:29]=[CH:30][N:31]=2)=[CH:13][CH:14]=1)([CH3:3])([CH3:2])[CH3:4], predict the reactants needed to synthesize it. The reactants are: [C:1]([O:5][C:6]([NH:8][C:9]1[CH:14]=[CH:13][C:12]([S:15][C:16]2[CH:24]=[CH:23][C:19]([C:20](O)=[O:21])=[CH:18][C:17]=2[NH:25][C:26]2[C:27]3[CH:35]=[CH:34][C:33]([CH:36]([CH3:38])[CH3:37])=[N:32][C:28]=3[N:29]=[CH:30][N:31]=2)=[CH:11][CH:10]=1)=[O:7])([CH3:4])([CH3:3])[CH3:2].[CH2:39]([NH2:46])[C:40]1[CH:45]=[CH:44][CH:43]=[CH:42][CH:41]=1. (7) The reactants are: [F:1][C:2]1[CH:7]=[CH:6][C:5]([F:8])=[CH:4][C:3]=1[CH:9]([S:20]([C:23]1[CH:28]=[CH:27][C:26]([O:29][CH3:30])=[C:25]([F:31])[CH:24]=1)(=[O:22])=[O:21])[C:10]1[C:11]([CH3:19])=[CH:12][C:13]([C:16]([OH:18])=O)=[N:14][CH:15]=1.[NH2:32][CH2:33][CH2:34][OH:35].ON1C2C=CC=CC=2N=N1.CN1CCOCC1.Cl.C(N=C=NCCCN(C)C)C. Given the product [F:1][C:2]1[CH:7]=[CH:6][C:5]([F:8])=[CH:4][C:3]=1[CH:9]([S:20]([C:23]1[CH:28]=[CH:27][C:26]([O:29][CH3:30])=[C:25]([F:31])[CH:24]=1)(=[O:21])=[O:22])[C:10]1[C:11]([CH3:19])=[CH:12][C:13]([C:16]([NH:32][CH2:33][CH2:34][OH:35])=[O:18])=[N:14][CH:15]=1, predict the reactants needed to synthesize it.